Predict which catalyst facilitates the given reaction. From a dataset of Catalyst prediction with 721,799 reactions and 888 catalyst types from USPTO. (1) Reactant: [OH:1][C@H:2]1[C:10]2[C:5](=[CH:6][CH:7]=[CH:8][CH:9]=2)[CH2:4][C@:3]1([CH2:20][C:21]1[CH:29]=[CH:28][C:24]([C:25]([OH:27])=[O:26])=[CH:23][CH:22]=1)[C:11]1[CH2:12][C:13]2[C:18]([CH:19]=1)=[CH:17][CH:16]=[CH:15][CH:14]=2.[C:30]([O-])([O-])=O.[K+].[K+].CI. Product: [OH:1][C@H:2]1[C:10]2[C:5](=[CH:6][CH:7]=[CH:8][CH:9]=2)[CH2:4][C@:3]1([CH2:20][C:21]1[CH:29]=[CH:28][C:24]([C:25]([O:27][CH3:30])=[O:26])=[CH:23][CH:22]=1)[C:11]1[CH2:12][C:13]2[C:18]([CH:19]=1)=[CH:17][CH:16]=[CH:15][CH:14]=2. The catalyst class is: 517. (2) Product: [NH2:9][C:8]1[CH:7]=[CH:6][C:5]([CH2:12][OH:13])=[CH:4][C:3]=1[O:2][CH3:1]. The catalyst class is: 227. Reactant: [CH3:1][O:2][C:3]1[CH:4]=[C:5]([CH2:12][OH:13])[CH:6]=[CH:7][C:8]=1[N+:9]([O-])=O. (3) Reactant: [N+:1]([C:4]1[CH:5]=[C:6]2[C:11](=[CH:12][CH:13]=1)[N:10]=[C:9]([CH2:14][N:15]1[CH2:20][CH2:19][N:18](C(OC(C)(C)C)=O)[CH2:17][CH2:16]1)[N:8]([C:28]1[CH:33]=[CH:32][CH:31]=[CH:30][CH:29]=1)[C:7]2=[O:34])([O-:3])=[O:2].C(O)(C(F)(F)F)=O.O.C([O-])([O-])=O.[Na+].[Na+]. Product: [N+:1]([C:4]1[CH:5]=[C:6]2[C:11](=[CH:12][CH:13]=1)[N:10]=[C:9]([CH2:14][N:15]1[CH2:16][CH2:17][NH:18][CH2:19][CH2:20]1)[N:8]([C:28]1[CH:33]=[CH:32][CH:31]=[CH:30][CH:29]=1)[C:7]2=[O:34])([O-:3])=[O:2]. The catalyst class is: 2. (4) Reactant: [F:1][C:2]1[CH:10]=[CH:9][CH:8]=[C:7]2[C:3]=1[C:4]([C:32]([NH:34][C@H:35]1[CH2:40][CH2:39][CH2:38][CH2:37][C@@H:36]1[OH:41])=[O:33])=[CH:5][N:6]2[CH2:11][C:12]1[CH:17]=[CH:16][C:15]([C:18]2[N:22](CC3C=CC(OC)=CC=3)[N:21]=[CH:20][CH:19]=2)=[CH:14][CH:13]=1.C(O)(=O)C. Product: [NH:22]1[C:18]([C:15]2[CH:16]=[CH:17][C:12]([CH2:11][N:6]3[C:7]4[C:3](=[C:2]([F:1])[CH:10]=[CH:9][CH:8]=4)[C:4]([C:32]([NH:34][C@H:35]4[CH2:40][CH2:39][CH2:38][CH2:37][C@@H:36]4[OH:41])=[O:33])=[CH:5]3)=[CH:13][CH:14]=2)=[CH:19][CH:20]=[N:21]1. The catalyst class is: 256. (5) Reactant: [CH3:1][O:2][C:3]1[CH:61]=[C:60]([O:62][CH3:63])[CH:59]=[C:58]([O:64][CH3:65])[C:4]=1/[CH:5]=[CH:6]/[CH:7]([S:24]([CH:27](/[CH:44]=[CH:45]/[C:46]1[C:51]([O:52][CH3:53])=[CH:50][C:49]([O:54][CH3:55])=[CH:48][C:47]=1[O:56][CH3:57])[C:28]1[CH:33]=[CH:32][C:31]([O:34][CH3:35])=[C:30]([NH:36][C:37](=[O:43])[CH2:38][O:39]C(=O)C)[CH:29]=1)(=[O:26])=[O:25])[C:8]1[CH:13]=[CH:12][C:11]([O:14][CH3:15])=[C:10]([NH:16][C:17](=[O:23])[CH2:18][O:19]C(=O)C)[CH:9]=1.C(=O)([O-])[O-].[K+].[K+]. Product: [CH3:57][O:56][C:47]1[CH:48]=[C:49]([O:54][CH3:55])[CH:50]=[C:51]([O:52][CH3:53])[C:46]=1/[CH:45]=[CH:44]/[CH:27]([S:24]([CH:7](/[CH:6]=[CH:5]/[C:4]1[C:3]([O:2][CH3:1])=[CH:61][C:60]([O:62][CH3:63])=[CH:59][C:58]=1[O:64][CH3:65])[C:8]1[CH:13]=[CH:12][C:11]([O:14][CH3:15])=[C:10]([NH:16][C:17](=[O:23])[CH2:18][OH:19])[CH:9]=1)(=[O:25])=[O:26])[C:28]1[CH:33]=[CH:32][C:31]([O:34][CH3:35])=[C:30]([NH:36][C:37](=[O:43])[CH2:38][OH:39])[CH:29]=1. The catalyst class is: 8. (6) Reactant: [NH3:1].[CH:2]([C:4]1[CH:9]=[CH:8][C:7]([S:10](Cl)(=[O:12])=[O:11])=[CH:6][CH:5]=1)=[O:3]. Product: [CH:2]([C:4]1[CH:9]=[CH:8][C:7]([S:10]([NH2:1])(=[O:12])=[O:11])=[CH:6][CH:5]=1)=[O:3]. The catalyst class is: 2. (7) Reactant: C(N(CC)CC)C.[CH3:8][S:9](Cl)(=[O:11])=[O:10].[Cl:13][C:14]1[CH:15]=[C:16]([C:20]2[O:24][N:23]=[C:22]([CH2:25][OH:26])[CH:21]=2)[CH:17]=[CH:18][CH:19]=1. Product: [Cl:13][C:14]1[CH:15]=[C:16]([C:20]2[O:24][N:23]=[C:22]([CH2:25][O:26][S:9]([CH3:8])(=[O:11])=[O:10])[CH:21]=2)[CH:17]=[CH:18][CH:19]=1. The catalyst class is: 2. (8) Reactant: [NH2:1][C:2]1[C:3]([O:9][C:10]2([C:13]([O:15][C:16]([CH3:19])([CH3:18])[CH3:17])=[O:14])[CH2:12][CH2:11]2)=[N:4][CH:5]=[C:6]([Cl:8])[CH:7]=1.O=[C:21]1[CH2:26][CH2:25][N:24]([C:27]([O:29][C:30]([CH3:33])([CH3:32])[CH3:31])=[O:28])[CH2:23][CH2:22]1.C(O[BH-](OC(=O)C)OC(=O)C)(=O)C.[Na+].C(=O)([O-])O.[Na+]. Product: [C:16]([O:15][C:13]([C:10]1([O:9][C:3]2[C:2]([NH:1][CH:21]3[CH2:26][CH2:25][N:24]([C:27]([O:29][C:30]([CH3:33])([CH3:32])[CH3:31])=[O:28])[CH2:23][CH2:22]3)=[CH:7][C:6]([Cl:8])=[CH:5][N:4]=2)[CH2:12][CH2:11]1)=[O:14])([CH3:19])([CH3:18])[CH3:17]. The catalyst class is: 26.